From a dataset of Full USPTO retrosynthesis dataset with 1.9M reactions from patents (1976-2016). Predict the reactants needed to synthesize the given product. (1) Given the product [Cl:1][C:2]1[C:3]([C:23]2[N:27]3[CH:28]=[CH:29][CH:30]=[CH:31][C:26]3=[N:25][CH:24]=2)=[N:4][C:5]([NH:8][C:9]2[CH:14]=[CH:13][C:12]([O:15][C@H:16]3[CH2:20][CH2:19][N:18]([S:33]([CH3:32])(=[O:35])=[O:34])[CH2:17]3)=[CH:11][C:10]=2[O:21][CH3:22])=[N:6][CH:7]=1, predict the reactants needed to synthesize it. The reactants are: [Cl:1][C:2]1[C:3]([C:23]2[N:27]3[CH:28]=[CH:29][CH:30]=[CH:31][C:26]3=[N:25][CH:24]=2)=[N:4][C:5]([NH:8][C:9]2[CH:14]=[CH:13][C:12]([O:15][C@H:16]3[CH2:20][CH2:19][NH:18][CH2:17]3)=[CH:11][C:10]=2[O:21][CH3:22])=[N:6][CH:7]=1.[CH3:32][S:33](Cl)(=[O:35])=[O:34]. (2) Given the product [Br:1][CH2:2][C:3]([NH:5][C:6]1[C:11]([CH:12]([CH3:13])[CH3:14])=[CH:10][CH:9]=[C:8]([N+:18]([O-:20])=[O:19])[C:7]=1[CH:15]([CH3:17])[CH3:16])=[O:4], predict the reactants needed to synthesize it. The reactants are: [Br:1][CH2:2][C:3]([NH:5][C:6]1[C:11]([CH:12]([CH3:14])[CH3:13])=[CH:10][CH:9]=[CH:8][C:7]=1[CH:15]([CH3:17])[CH3:16])=[O:4].[N+:18]([O-])([OH:20])=[O:19].